From a dataset of Full USPTO retrosynthesis dataset with 1.9M reactions from patents (1976-2016). Predict the reactants needed to synthesize the given product. (1) Given the product [CH2:1]([O:8][C:9]1[CH:18]=[C:17]2[C:12]([C:13]([NH:20][C:21]3[CH:22]=[C:23]([NH:28][C:29](=[O:41])[C:30]4[CH:35]=[CH:34][CH:33]=[C:32]([C:36]([C:39]#[N:40])([CH3:38])[CH3:37])[CH:31]=4)[CH:24]=[CH:25][C:26]=3[CH3:27])=[N:14][CH:15]=[N:16]2)=[CH:11][CH:10]=1)[C:2]1[CH:7]=[CH:6][CH:5]=[CH:4][CH:3]=1, predict the reactants needed to synthesize it. The reactants are: [CH2:1]([O:8][C:9]1[CH:18]=[C:17]2[C:12]([C:13](Cl)=[N:14][CH:15]=[N:16]2)=[CH:11][CH:10]=1)[C:2]1[CH:7]=[CH:6][CH:5]=[CH:4][CH:3]=1.[NH2:20][C:21]1[CH:22]=[C:23]([NH:28][C:29](=[O:41])[C:30]2[CH:35]=[CH:34][CH:33]=[C:32]([C:36]([C:39]#[N:40])([CH3:38])[CH3:37])[CH:31]=2)[CH:24]=[CH:25][C:26]=1[CH3:27]. (2) Given the product [CH:13]1([N:18]2[CH2:19][CH2:20][N:21]([C:2]3[CH:7]=[C:6]([N:8]([CH3:12])[C:9](=[O:11])[CH3:10])[CH:5]=[CH:4][N:3]=3)[CH2:22][CH2:23]2)[CH2:14][CH2:15][CH2:16][CH2:17]1, predict the reactants needed to synthesize it. The reactants are: Cl[C:2]1[CH:7]=[C:6]([N:8]([CH3:12])[C:9](=[O:11])[CH3:10])[CH:5]=[CH:4][N:3]=1.[CH:13]1([N:18]2[CH2:23][CH2:22][NH:21][CH2:20][CH2:19]2)[CH2:17][CH2:16][CH2:15][CH2:14]1. (3) Given the product [CH3:1][O:2][C:3](=[O:27])[C:4]1[CH:9]=[C:8]([N:10]2[CH2:14][CH2:13][CH2:12][C:11]2=[O:15])[CH:7]=[CH:6][C:5]=1[NH:16][C:17](=[O:26])[C:18]1[CH:23]=[CH:22][CH:21]=[C:20]([CH2:24][N:38]([CH2:39][CH:40]([OH:42])[CH3:41])[CH2:37][CH:36]([OH:43])[CH3:35])[CH:19]=1, predict the reactants needed to synthesize it. The reactants are: [CH3:1][O:2][C:3](=[O:27])[C:4]1[CH:9]=[C:8]([N:10]2[CH2:14][CH2:13][CH2:12][C:11]2=[O:15])[CH:7]=[CH:6][C:5]=1[NH:16][C:17](=[O:26])[C:18]1[CH:23]=[CH:22][CH:21]=[C:20]([CH2:24]Cl)[CH:19]=1.C(N(CC)CC)C.[CH3:35][CH:36]([OH:43])[CH2:37][NH:38][CH2:39][CH:40]([OH:42])[CH3:41].COC1C=C(C=CC=1OC)C(Cl)=O. (4) Given the product [CH:2]([C:3]1[CH:8]=[C:7]([C:9]([O:11][CH3:12])=[O:10])[CH:6]=[CH:5][N:4]=1)=[O:1], predict the reactants needed to synthesize it. The reactants are: [OH:1][CH2:2][C:3]1[CH:8]=[C:7]([C:9]([O:11][CH3:12])=[O:10])[CH:6]=[CH:5][N:4]=1.